Dataset: Reaction yield outcomes from USPTO patents with 853,638 reactions. Task: Predict the reaction yield, written as a fraction of the theoretical maximum amount of product (1.0 means a 100% yield; for example, 0.34 means a 34% yield). (1) The product is [CH:25]([NH:28][C:4]([C:6]1[S:10][C:9](/[CH:11]=[CH:12]/[C:13]2[C:14]([C:19]3[CH:20]=[CH:21][CH:22]=[CH:23][CH:24]=3)=[N:15][O:16][C:17]=2[CH3:18])=[N:8][CH:7]=1)=[O:5])([CH3:27])[CH3:26]. The reactants are C(O[C:4]([C:6]1[S:10][C:9](/[CH:11]=[CH:12]/[C:13]2[C:14]([C:19]3[CH:24]=[CH:23][CH:22]=[CH:21][CH:20]=3)=[N:15][O:16][C:17]=2[CH3:18])=[N:8][CH:7]=1)=[O:5])C.[CH:25]([NH2:28])([CH3:27])[CH3:26]. The yield is 0.710. No catalyst specified. (2) The reactants are [Cl:1][C:2]1[C:7]([F:8])=[CH:6][CH:5]=[CH:4][C:3]=1[N+:9]([O-])=O.[Sn](Cl)Cl.C([O-])(O)=O.[Na+]. The catalyst is C(O)C. The product is [Cl:1][C:2]1[C:7]([F:8])=[CH:6][CH:5]=[CH:4][C:3]=1[NH2:9]. The yield is 0.710. (3) The reactants are [NH2:1][C:2]1[N:7]=[C:6]2[O:8][C:9]([C:14]3[CH:19]=[CH:18][C:17]([F:20])=[CH:16][CH:15]=3)=[C:10]([C:11](O)=[O:12])[C:5]2=[CH:4][C:3]=1[I:21].C([N:24]([CH2:27]C)CC)C.[CH3:29][S:30](O[S:30]([CH3:29])(=[O:32])=[O:31])(=[O:32])=[O:31].CN. The catalyst is C1COCC1. The product is [CH3:27][NH:24][C:11]([C:10]1[C:5]2[C:6](=[N:7][C:2]([NH:1][S:30]([CH3:29])(=[O:32])=[O:31])=[C:3]([I:21])[CH:4]=2)[O:8][C:9]=1[C:14]1[CH:19]=[CH:18][C:17]([F:20])=[CH:16][CH:15]=1)=[O:12]. The yield is 0.660. (4) The yield is 0.450. The reactants are [F:1][C:2]1[C:3]([NH2:8])=[N:4][CH:5]=[CH:6][CH:7]=1.[Br:9]N1C(=O)CCC1=O.Cl[CH2:18][C:19](=O)[CH3:20]. The catalyst is CC#N. The product is [Br:9][C:6]1[CH:7]=[C:2]([F:1])[C:3]2[N:4]([CH:18]=[C:19]([CH3:20])[N:8]=2)[CH:5]=1. (5) The product is [Br:1][C:2]1[CH:7]=[C:6]([OH:8])[CH:5]=[C:4]([F:16])[CH:3]=1. The reactants are [Br:1][C:2]1[CH:7]=[C:6]([O:8]CC2C=CC=CC=2)[CH:5]=[C:4]([F:16])[CH:3]=1.CN(C)C1C=CC=CC=1.[Cl-].[Al+3].[Cl-].[Cl-]. The catalyst is C(Cl)Cl. The yield is 0.920. (6) The reactants are [C:1]([NH:4][C@@H:5]1[CH2:9][CH2:8][N:7]([C:10]2[N:15]=[CH:14][C:13]([N:16]([CH3:36])[C:17](=[O:35])[C:18]([C:21]3[CH:26]=[C:25]([C:27]([F:30])([F:29])[F:28])[CH:24]=[C:23]([C:31]([F:34])([F:33])[F:32])[CH:22]=3)([CH3:20])[CH3:19])=[C:12]([C:37]3[CH:42]=[CH:41][C:40]([F:43])=[CH:39][C:38]=3[CH3:44])[CH:11]=2)[CH2:6]1)(=[O:3])[CH3:2].[CH3:45][Si]([N-][Si](C)(C)C)(C)C.[K+].IC.C(OCC)(=O)C. The catalyst is O1CCCC1. The product is [C:1]([N:4]([CH3:45])[C@@H:5]1[CH2:9][CH2:8][N:7]([C:10]2[N:15]=[CH:14][C:13]([N:16]([CH3:36])[C:17](=[O:35])[C:18]([C:21]3[CH:26]=[C:25]([C:27]([F:28])([F:29])[F:30])[CH:24]=[C:23]([C:31]([F:32])([F:33])[F:34])[CH:22]=3)([CH3:20])[CH3:19])=[C:12]([C:37]3[CH:42]=[CH:41][C:40]([F:43])=[CH:39][C:38]=3[CH3:44])[CH:11]=2)[CH2:6]1)(=[O:3])[CH3:2]. The yield is 0.870.